Dataset: Reaction yield outcomes from USPTO patents with 853,638 reactions. Task: Predict the reaction yield, written as a fraction of the theoretical maximum amount of product (1.0 means a 100% yield; for example, 0.34 means a 34% yield). (1) The reactants are [F:1][C:2]1[CH:11]=[C:10]2[C:5]([CH:6]=[CH:7][C:8](=[O:12])[O:9]2)=[CH:4][CH:3]=1.FC(F)(F)C(O[I:18](C1C=CC=CC=1)OC(=O)C(F)(F)F)=O.II.N1C=CC=CC=1. The catalyst is C(Cl)(Cl)Cl. The product is [F:1][C:2]1[CH:11]=[C:10]2[C:5]([CH:6]=[C:7]([I:18])[C:8](=[O:12])[O:9]2)=[CH:4][CH:3]=1. The yield is 0.730. (2) The reactants are [N:1]1([C:6]2[N:11]=[CH:10][C:9]([C:12]3[N:16]4[CH:17]=[CH:18][CH:19]=[CH:20][C:15]4=[N:14][C:13]=3[C:21](OCC)=[O:22])=[CH:8][CH:7]=2)[CH2:5][CH2:4][CH2:3][CH2:2]1.[BH4-].[Li+].[OH-].[Na+]. The catalyst is CO. The product is [N:1]1([C:6]2[N:11]=[CH:10][C:9]([C:12]3[N:16]4[CH:17]=[CH:18][CH:19]=[CH:20][C:15]4=[N:14][C:13]=3[CH2:21][OH:22])=[CH:8][CH:7]=2)[CH2:2][CH2:3][CH2:4][CH2:5]1. The yield is 0.440. (3) The reactants are Br[C:2]1[CH:7]=[CH:6][C:5]([Br:8])=[CH:4][CH:3]=1.[CH2:9]([NH2:15])[CH2:10][CH2:11][CH2:12][CH2:13][CH3:14]. No catalyst specified. The product is [Br:8][C:5]1[CH:6]=[CH:7][C:2]([NH:15][CH2:9][CH2:10][CH2:11][CH2:12][CH2:13][CH3:14])=[CH:3][CH:4]=1. The yield is 0.830. (4) The reactants are [Br:1][C:2]1[C:7](=[O:8])[N:6]([CH3:9])[N:5]=[C:4]([C:10]([O:12]C)=O)[C:3]=1[NH:14][C:15]1[CH:20]=[CH:19][C:18]([Br:21])=[CH:17][C:16]=1[F:22].[CH:23]1([CH2:26][O:27][NH2:28])[CH2:25][CH2:24]1. No catalyst specified. The product is [Br:1][C:2]1[C:7](=[O:8])[N:6]([CH3:9])[N:5]=[C:4]([C:10]([NH:28][O:27][CH2:26][CH:23]2[CH2:25][CH2:24]2)=[O:12])[C:3]=1[NH:14][C:15]1[CH:20]=[CH:19][C:18]([Br:21])=[CH:17][C:16]=1[F:22]. The yield is 0.400. (5) The reactants are [NH:1]([C:6]([O:8][CH2:9][C:10]1[CH:15]=[CH:14][CH:13]=[CH:12][CH:11]=1)=[O:7])[CH2:2][C:3]([OH:5])=[O:4].C1COCC1.CCN(C(C)C)C(C)C.[B-](F)(F)(F)F.CN(C(O[N:43]1[C:48](=[O:49])[CH2:47][CH2:46][C:44]1=[O:45])=[N+](C)C)C. The catalyst is CCOC(C)=O. The product is [NH:1]([C:6]([O:8][CH2:9][C:10]1[CH:15]=[CH:14][CH:13]=[CH:12][CH:11]=1)=[O:7])[CH2:2][C:3]([O:5][N:43]1[C:48](=[O:49])[CH2:47][CH2:46][C:44]1=[O:45])=[O:4]. The yield is 0.920. (6) The reactants are C[O:2][C:3]1[CH:8]=[CH:7][CH:6]=[CH:5][C:4]=1[C:9]([C:11]1[S:12][C:13]([C:16]2[C:20]([CH3:21])=[C:19]([C:22]([F:25])([F:24])[F:23])[O:18][N:17]=2)=[CH:14][CH:15]=1)=[O:10].B(Br)(Br)Br. The catalyst is ClCCl. The product is [OH:2][C:3]1[CH:8]=[CH:7][CH:6]=[CH:5][C:4]=1[C:9]([C:11]1[S:12][C:13]([C:16]2[C:20]([CH3:21])=[C:19]([C:22]([F:25])([F:24])[F:23])[O:18][N:17]=2)=[CH:14][CH:15]=1)=[O:10]. The yield is 0.820. (7) The reactants are [NH2:1][C@:2]12[CH2:28][CH2:27][C@@H:26]([C:29]([CH3:31])=[CH2:30])[C@@H:3]1[C@@H:4]1[C@@:17]([CH3:20])([CH2:18][CH2:19]2)[C@@:16]2([CH3:21])[C@@H:7]([C@:8]3([CH3:25])[C@@H:13]([CH2:14][CH2:15]2)[C:12]([CH3:23])([CH3:22])[C:11](=[O:24])[CH2:10][CH2:9]3)[CH2:6][CH2:5]1.[OH-].[Na+].[C:34](O[C:34]([O:36][C:37]([CH3:40])([CH3:39])[CH3:38])=[O:35])([O:36][C:37]([CH3:40])([CH3:39])[CH3:38])=[O:35].CO. The catalyst is O1CCOCC1.O.ClCCl. The product is [C:37]([O:36][C:34](=[O:35])[NH:1][C@:2]12[CH2:28][CH2:27][C@@H:26]([C:29]([CH3:31])=[CH2:30])[C@@H:3]1[C@@H:4]1[C@@:17]([CH3:20])([CH2:18][CH2:19]2)[C@@:16]2([CH3:21])[C@@H:7]([C@:8]3([CH3:25])[C@@H:13]([CH2:14][CH2:15]2)[C:12]([CH3:22])([CH3:23])[C:11](=[O:24])[CH2:10][CH2:9]3)[CH2:6][CH2:5]1)([CH3:40])([CH3:39])[CH3:38]. The yield is 0.900. (8) The yield is 0.570. No catalyst specified. The reactants are [Cl:1][C:2]1[CH:7]=[CH:6][CH:5]=[C:4]([Cl:8])[C:3]=1[N:9]1[CH:26]=[C:12]2[C:13]([NH:17][C:18]3[CH:23]=[C:22]([CH3:24])[N:21]=[C:20](C)[N:19]=3)=[N:14][CH:15]=[CH:16][C:11]2=[N:10]1.[Cl:27]C1C2=CN(C3C(Cl)=CC=CC=3Cl)N=C2C=CN=1.ClC1N=C(N)C=C(C)N=1. The product is [Cl:27][C:20]1[N:19]=[C:18]([NH:17][C:13]2[C:12]3=[CH:26][N:9]([C:3]4[C:4]([Cl:8])=[CH:5][CH:6]=[CH:7][C:2]=4[Cl:1])[N:10]=[C:11]3[CH:16]=[CH:15][N:14]=2)[CH:23]=[C:22]([CH3:24])[N:21]=1. (9) The reactants are [F:1][C:2]1[CH:7]=[CH:6][C:5]([C:8]2[C:16]3[C:11](=[CH:12][CH:13]=[C:14]([C:17]4[NH:21][C:20](=[O:22])[O:19][N:18]=4)[CH:15]=3)[N:10](C3CCCCO3)[N:9]=2)=[CH:4][CH:3]=1.Cl.[OH-].[Na+]. The catalyst is O1CCOCC1.CO. The product is [F:1][C:2]1[CH:7]=[CH:6][C:5]([C:8]2[C:16]3[C:11](=[CH:12][CH:13]=[C:14]([C:17]4[NH:21][C:20](=[O:22])[O:19][N:18]=4)[CH:15]=3)[NH:10][N:9]=2)=[CH:4][CH:3]=1. The yield is 0.190. (10) The reactants are [CH3:1][O:2][C:3](=[O:20])[C@@H:4]([C@H:8]([OH:19])[CH2:9][CH2:10][O:11][CH2:12][C:13]1[CH:18]=[CH:17][CH:16]=[CH:15][CH:14]=1)[CH2:5][CH:6]=C.C[SiH]([O:24]C(C)(C)C)C.[C:29]([Si:33]([CH3:36])([CH3:35])Cl)([CH3:32])([CH3:31])[CH3:30].N1C=CN=C1.N1C(C)=CC=CC=1C. The catalyst is CN(C=O)C.CC(O)(C)C.O1CCOCC1.O.O=[Os](=O)(=O)=O. The product is [CH3:1][O:2][C:3](=[O:20])[C@H:4]([CH2:5][CH:6]=[O:24])[C@H:8]([O:19][Si:33]([C:29]([CH3:32])([CH3:31])[CH3:30])([CH3:36])[CH3:35])[CH2:9][CH2:10][O:11][CH2:12][C:13]1[CH:14]=[CH:15][CH:16]=[CH:17][CH:18]=1. The yield is 0.880.